Dataset: Merck oncology drug combination screen with 23,052 pairs across 39 cell lines. Task: Regression. Given two drug SMILES strings and cell line genomic features, predict the synergy score measuring deviation from expected non-interaction effect. Drug 2: COC1=C2CC(C)CC(OC)C(O)C(C)C=C(C)C(OC(N)=O)C(OC)C=CC=C(C)C(=O)NC(=CC1=O)C2=O. Drug 1: O=S1(=O)NC2(CN1CC(F)(F)F)C1CCC2Cc2cc(C=CCN3CCC(C(F)(F)F)CC3)ccc2C1. Cell line: UACC62. Synergy scores: synergy=-2.43.